From a dataset of Catalyst prediction with 721,799 reactions and 888 catalyst types from USPTO. Predict which catalyst facilitates the given reaction. (1) Reactant: [CH3:1][O:2][C:3]1[CH:8]=[CH:7][C:6]([C:9]2[CH:14]=[CH:13][N:12]=[C:11]3[NH:15][C:16]([C:18]4[CH:19]=[C:20]([CH:25]=[CH:26][CH:27]=4)[C:21]([O:23]C)=[O:22])=[N:17][C:10]=23)=[CH:5][CH:4]=1.[OH-].[Li+].Cl. Product: [CH3:1][O:2][C:3]1[CH:4]=[CH:5][C:6]([C:9]2[CH:14]=[CH:13][N:12]=[C:11]3[NH:15][C:16]([C:18]4[CH:19]=[C:20]([CH:25]=[CH:26][CH:27]=4)[C:21]([OH:23])=[O:22])=[N:17][C:10]=23)=[CH:7][CH:8]=1. The catalyst class is: 20. (2) Reactant: [N:1]1([C:6]2[CH:7]=[CH:8][C:9]([NH:21][CH2:22][C:23]3[CH:28]=[C:27]([O:29][CH3:30])[C:26]([O:31][CH3:32])=[C:25]([O:33][CH3:34])[CH:24]=3)=[C:10]([NH:12][C:13](=O)[C:14]3[CH:19]=[CH:18][CH:17]=[CH:16][CH:15]=3)[CH:11]=2)[CH2:5][CH2:4][CH2:3][CH2:2]1.Cl.[OH-].N. Product: [C:14]1([C:13]2[N:21]([CH2:22][C:23]3[CH:24]=[C:25]([O:33][CH3:34])[C:26]([O:31][CH3:32])=[C:27]([O:29][CH3:30])[CH:28]=3)[C:9]3[CH:8]=[CH:7][C:6]([N:1]4[CH2:2][CH2:3][CH2:4][CH2:5]4)=[CH:11][C:10]=3[N:12]=2)[CH:15]=[CH:16][CH:17]=[CH:18][CH:19]=1. The catalyst class is: 8. (3) Reactant: [C:1]([NH:5][C:6]([N:8]1[CH2:13][CH2:12][N:11]2[C:14]([CH:21]3[CH2:23][CH2:22]3)=[C:15](Br)[C:16]([C:17]([NH2:19])=[O:18])=[C:10]2[CH2:9]1)=[O:7])([CH3:4])([CH3:3])[CH3:2].[CH3:24][O:25][C:26]1[CH:31]=[CH:30][C:29](B(O)O)=[CH:28][CH:27]=1.C(=O)([O-])[O-].[Cs+].[Cs+]. Product: [C:1]([NH:5][C:6]([N:8]1[CH2:13][CH2:12][N:11]2[C:14]([CH:21]3[CH2:23][CH2:22]3)=[C:15]([C:29]3[CH:30]=[CH:31][C:26]([O:25][CH3:24])=[CH:27][CH:28]=3)[C:16]([C:17]([NH2:19])=[O:18])=[C:10]2[CH2:9]1)=[O:7])([CH3:4])([CH3:3])[CH3:2]. The catalyst class is: 234. (4) Reactant: [N:1]([CH2:4][C:5]([C:8]1[CH:13]=[CH:12][CH:11]=[CH:10][N:9]=1)([F:7])[F:6])=[N+:2]=[N-:3].ClC1C=C(C=CC=1)C(OO)=[O:19].C(C1C=C(SC2C=C(C)C(O)=C(C(C)(C)C)C=2)C=C(C)C=1O)(C)(C)C.C([O-])(O)=O.[Na+].[O-]S([O-])(=S)=O.[Na+].[Na+]. Product: [N:1]([CH2:4][C:5]([C:8]1[CH:13]=[CH:12][CH:11]=[CH:10][N+:9]=1[O-:19])([F:7])[F:6])=[N+:2]=[N-:3]. The catalyst class is: 26. (5) The catalyst class is: 22. Product: [O:61]=[C:52]1[C:53]2[C:58](=[CH:57][CH:56]=[CH:55][CH:54]=2)[C:59](=[O:60])[N:51]1[CH2:50][C@@H:49]([NH:48][C:12]([C:9]1[O:8][C:7]([C:6]2[N:2]([CH3:1])[N:3]=[CH:4][CH:5]=2)=[N:11][CH:10]=1)=[O:14])[CH2:62][C:63]1[CH:68]=[CH:67][CH:66]=[C:65]([F:69])[CH:64]=1. Reactant: [CH3:1][N:2]1[C:6]([C:7]2[O:8][C:9]([C:12]([OH:14])=O)=[CH:10][N:11]=2)=[CH:5][CH:4]=[N:3]1.C1CN([P+](Br)(N2CCCC2)N2CCCC2)CC1.F[P-](F)(F)(F)(F)F.CCN(C(C)C)C(C)C.[NH2:48][C@@H:49]([CH2:62][C:63]1[CH:68]=[CH:67][CH:66]=[C:65]([F:69])[CH:64]=1)[CH2:50][N:51]1[C:59](=[O:60])[C:58]2[C:53](=[CH:54][CH:55]=[CH:56][CH:57]=2)[C:52]1=[O:61]. (6) Reactant: C([N:8]1[CH2:13][CH2:12][CH:11]([C:14]2[CH:19]=[CH:18][CH:17]=[CH:16][N:15]=2)[CH2:10][CH2:9]1)C1C=CC=CC=1. Product: [N:15]1[CH:16]=[CH:17][CH:18]=[CH:19][C:14]=1[CH:11]1[CH2:12][CH2:13][NH:8][CH2:9][CH2:10]1. The catalyst class is: 293.